Dataset: HIV replication inhibition screening data with 41,000+ compounds from the AIDS Antiviral Screen. Task: Binary Classification. Given a drug SMILES string, predict its activity (active/inactive) in a high-throughput screening assay against a specified biological target. (1) The compound is O=c1oc2ccccc2cc1-c1nc(O)c2ccccc2n1. The result is 0 (inactive). (2) The molecule is CC(=O)N1CCN(C=S)CC1. The result is 0 (inactive). (3) The compound is CC(NS(C)(=O)=O)c1ccccc1. The result is 0 (inactive).